Task: Regression. Given a peptide amino acid sequence and an MHC pseudo amino acid sequence, predict their binding affinity value. This is MHC class II binding data.. Dataset: Peptide-MHC class II binding affinity with 134,281 pairs from IEDB The peptide sequence is PEDPEDSALLED. The MHC is DRB1_0701 with pseudo-sequence DRB1_0701. The binding affinity (normalized) is 0.